Task: Predict the reactants needed to synthesize the given product.. Dataset: Full USPTO retrosynthesis dataset with 1.9M reactions from patents (1976-2016) (1) The reactants are: [CH3:1][O:2][C:3]1[N:4]=[C:5]2[C:10](=[CH:11][CH:12]=1)[N:9]=[CH:8][CH:7]=[C:6]2[NH2:13].[C:14]([O:18][C:19]([N:21]1[CH2:24][CH:23]([C:25](O)=[O:26])[CH2:22]1)=[O:20])([CH3:17])([CH3:16])[CH3:15]. Given the product [C:14]([O:18][C:19]([N:21]1[CH2:24][CH:23]([C:25](=[O:26])[NH:13][C:6]2[C:5]3[C:10](=[CH:11][CH:12]=[C:3]([O:2][CH3:1])[N:4]=3)[N:9]=[CH:8][CH:7]=2)[CH2:22]1)=[O:20])([CH3:17])([CH3:16])[CH3:15], predict the reactants needed to synthesize it. (2) Given the product [Br:1][C:2]1[CH:11]=[CH:10][CH:9]=[C:8]2[C:3]=1[CH:4]=[CH:5][N:6]=[C:7]2[CH2:12][CH2:24][CH2:25][O:26][Si:27]([C:30]([CH3:33])([CH3:32])[CH3:31])([CH3:29])[CH3:28], predict the reactants needed to synthesize it. The reactants are: [Br:1][C:2]1[CH:11]=[CH:10][CH:9]=[C:8]2[C:3]=1[CH:4]=[CH:5][N:6](C(C1C=CC=CC=1)=O)[CH:7]2[C:12]#N.BrC[CH2:24][CH2:25][O:26][Si:27]([C:30]([CH3:33])([CH3:32])[CH3:31])([CH3:29])[CH3:28].[H-].[Na+].C(=O)([O-])[O-].[K+].[K+]. (3) Given the product [CH3:1][N:2]1[CH:7]2[CH2:8][CH2:9][CH:3]1[CH2:4][CH:5]([O:10][C:11]1[CH:18]=[CH:17][C:14]([CH:15]=[O:20])=[CH:13][CH:12]=1)[CH2:6]2, predict the reactants needed to synthesize it. The reactants are: [CH3:1][N:2]1[CH:7]2[CH2:8][CH2:9][CH:3]1[CH2:4][CH:5]([O:10][C:11]1[CH:18]=[CH:17][C:14]([C:15]#N)=[CH:13][CH:12]=1)[CH2:6]2.C(O)=[O:20]. (4) Given the product [O:1]=[C:2]1[NH:11][C:10]2[N:9]=[CH:8][C:7]([CH2:12][CH2:13][C:14]([O:16][CH2:17][CH3:18])=[O:15])=[CH:6][C:5]=2[CH2:4][CH2:3]1, predict the reactants needed to synthesize it. The reactants are: [O:1]=[C:2]1[NH:11][C:10]2[N:9]=[CH:8][C:7](/[CH:12]=[CH:13]/[C:14]([O:16][CH2:17][CH3:18])=[O:15])=[CH:6][C:5]=2[CH2:4][CH2:3]1. (5) Given the product [Cl:1][C:2]1[N:3]=[C:4]([O:33][CH:31]([CH3:32])[CH3:30])[C:5]2[C:10]([C:11]3[CH:20]=[CH:19][C:14]4[N:15]=[C:16]([CH3:18])[O:17][C:13]=4[CH:12]=3)=[CH:9][N:8]([CH2:21][O:22][CH2:23][CH2:24][Si:25]([CH3:28])([CH3:27])[CH3:26])[C:6]=2[N:7]=1, predict the reactants needed to synthesize it. The reactants are: [Cl:1][C:2]1[N:3]=[C:4](Cl)[C:5]2[C:10]([C:11]3[CH:20]=[CH:19][C:14]4[N:15]=[C:16]([CH3:18])[O:17][C:13]=4[CH:12]=3)=[CH:9][N:8]([CH2:21][O:22][CH2:23][CH2:24][Si:25]([CH3:28])([CH3:27])[CH3:26])[C:6]=2[N:7]=1.[CH3:30][CH:31]([OH:33])[CH3:32].CC(C)([O-])C.[Na+]. (6) Given the product [Cl:1][C:2]1[CH:7]=[CH:6][C:5]([F:8])=[CH:4][C:3]=1[N:9]1[C:13]([S:14]([C:17]2[CH:18]=[N:19][C:20]([CH3:34])=[CH:21][CH:22]=2)(=[O:15])=[O:16])=[CH:12][C:11]([CH2:24][N:25]([CH3:33])[C:26](=[O:32])[O:27][C:28]([CH3:30])([CH3:31])[CH3:29])=[N:10]1, predict the reactants needed to synthesize it. The reactants are: [Cl:1][C:2]1[CH:7]=[CH:6][C:5]([F:8])=[CH:4][C:3]=1[N:9]1[C:13]([S:14]([C:17]2[CH:18]=[N:19][C:20](Cl)=[CH:21][CH:22]=2)(=[O:16])=[O:15])=[CH:12][C:11]([CH2:24][N:25]([CH3:33])[C:26](=[O:32])[O:27][C:28]([CH3:31])([CH3:30])[CH3:29])=[N:10]1.[C:34](=O)([O-])[O-].[K+].[K+].CB(O)O. (7) Given the product [I:1][C:2]1[CH:8]=[CH:7][CH:6]=[C:5]2[C:3]=1[NH:4][C:11]([C:10]([F:20])([F:19])[F:9])=[CH:12][C:13]2=[O:14], predict the reactants needed to synthesize it. The reactants are: [I:1][C:2]1[CH:8]=[CH:7][CH:6]=[CH:5][C:3]=1[NH2:4].[F:9][C:10]([F:20])([F:19])[C:11](=O)[CH2:12][C:13](OCC)=[O:14].[OH-].[Na+]. (8) Given the product [CH:1]1([C:6]([C:12]2[CH:17]=[CH:16][CH:15]=[CH:14][CH:13]=2)([OH:11])[C:7]([O:9][CH:10]2[CH2:21][CH2:20][N:19]([CH3:23])[CH2:18]2)=[O:8])[CH2:5][CH2:4][CH2:3][CH2:2]1, predict the reactants needed to synthesize it. The reactants are: [CH:1]1([C:6]([C:12]2[CH:17]=[CH:16][CH:15]=[CH:14][CH:13]=2)([OH:11])[C:7]([O:9][CH3:10])=[O:8])[CH2:5][CH2:4][CH2:3][CH2:2]1.[CH3:18][N:19]1[CH2:23]C[CH:21](O)[CH2:20]1.CCOC(C)=O.CCO.